This data is from Catalyst prediction with 721,799 reactions and 888 catalyst types from USPTO. The task is: Predict which catalyst facilitates the given reaction. (1) Reactant: [N:1]1[C:10]2[C:5](=[CH:6][CH:7]=[CH:8][CH:9]=2)[CH:4]=[CH:3][C:2]=1[O:11][CH2:12][CH2:13][CH2:14][CH2:15][CH2:16][CH2:17][CH2:18][C:19]1[O:23][N:22]=[C:21]([C:24]([OH:26])=O)[CH:20]=1.Cl.[O:28]1[CH2:32][CH2:31][CH:30]([CH2:33][NH2:34])[CH2:29]1.C(N(CC)CC)C.Cl.C(N=C=NCCCN(C)C)C. Product: [O:28]1[CH2:32][CH2:31][CH:30]([CH2:33][NH:34][C:24]([C:21]2[CH:20]=[C:19]([CH2:18][CH2:17][CH2:16][CH2:15][CH2:14][CH2:13][CH2:12][O:11][C:2]3[CH:3]=[CH:4][C:5]4[C:10](=[CH:9][CH:8]=[CH:7][CH:6]=4)[N:1]=3)[O:23][N:22]=2)=[O:26])[CH2:29]1. The catalyst class is: 22. (2) Reactant: [CH3:1][O:2][C:3]1[C:28]([O:29][CH3:30])=[CH:27][CH:26]=[CH:25][C:4]=1[CH2:5][N:6]([CH2:18][CH2:19][CH2:20][CH2:21][CH2:22][CH2:23][CH3:24])[C:7](=[O:17])[CH2:8][CH2:9][C:10]1[CH:15]=[CH:14][C:13]([OH:16])=[CH:12][CH:11]=1.Br[CH2:32][C:33]1[CH:42]=[CH:41][CH:40]=[CH:39][C:34]=1[C:35]([O:37][CH3:38])=[O:36].C(=O)([O-])[O-].[K+].[K+].C(O)C(N)(CO)CO. Product: [CH3:1][O:2][C:3]1[C:28]([O:29][CH3:30])=[CH:27][CH:26]=[CH:25][C:4]=1[CH2:5][N:6]([CH2:18][CH2:19][CH2:20][CH2:21][CH2:22][CH2:23][CH3:24])[C:7](=[O:17])[CH2:8][CH2:9][C:10]1[CH:15]=[CH:14][C:13]([O:16][CH2:32][C:33]2[CH:42]=[CH:41][CH:40]=[CH:39][C:34]=2[C:35]([O:37][CH3:38])=[O:36])=[CH:12][CH:11]=1. The catalyst class is: 10. (3) Reactant: [CH2:1]([O:8][CH2:9][CH2:10][CH2:11][CH2:12][C:13]1[O:17][N:16]=[C:15]([C:18]([O:20]CC)=[O:19])[CH:14]=1)[C:2]1[CH:7]=[CH:6][CH:5]=[CH:4][CH:3]=1.C(O)C.[OH-].[K+]. Product: [CH2:1]([O:8][CH2:9][CH2:10][CH2:11][CH2:12][C:13]1[O:17][N:16]=[C:15]([C:18]([OH:20])=[O:19])[CH:14]=1)[C:2]1[CH:3]=[CH:4][CH:5]=[CH:6][CH:7]=1. The catalyst class is: 6. (4) Reactant: [CH:1]([O:14][CH2:15][CH2:16][C@H:17]1[CH2:22][CH2:21][N:20]([CH2:23][C@@H:24]([C:26]2[CH:31]=[CH:30][C:29](F)=[CH:28][CH:27]=2)[OH:25])[CH2:19][C@@H:18]1[OH:33])([C:8]1[CH:13]=[CH:12][CH:11]=[CH:10][CH:9]=1)[C:2]1[CH:7]=[CH:6][CH:5]=[CH:4][CH:3]=1.C(O[C@H](C1C=CC(F)=CC=1)CN1CC[C@H](CCOC(C2C=CC=CC=2)C2C=CC=CC=2)[C@@H](O)C1)(=O)C.C(O[C@H](C1C=CC(F)=CC=1)CN1CCC(CCOC(C2C=CC=CC=2)C2C=CC=CC=2)C(O)C1)(=O)C.C([O-])([O-])=O.[K+].[K+]. Product: [CH:1]([O:14][CH2:15][CH2:16][C@H:17]1[CH2:22][CH2:21][N:20]([CH2:23][C@H:24]([OH:25])[C:26]2[CH:31]=[CH:30][CH:29]=[CH:28][CH:27]=2)[CH2:19][C@@H:18]1[OH:33])([C:2]1[CH:3]=[CH:4][CH:5]=[CH:6][CH:7]=1)[C:8]1[CH:13]=[CH:12][CH:11]=[CH:10][CH:9]=1. The catalyst class is: 254. (5) Reactant: C([N:8]1[CH2:12][CH2:11][C:10]([CH2:18][F:19])([C:13]([O:15][CH2:16][CH3:17])=[O:14])[CH2:9]1)C1C=CC=CC=1.C([O-])=O.[NH4+]. Product: [F:19][CH2:18][C:10]1([C:13]([O:15][CH2:16][CH3:17])=[O:14])[CH2:11][CH2:12][NH:8][CH2:9]1. The catalyst class is: 29. (6) Reactant: C1COCC1.[CH2:6]([O:8][C:9]1[N:14]=[CH:13][C:12]([C:15]2[C:20]([N:21]3[CH2:27][CH2:26][C:25](=O)[NH:24][CH2:23][CH2:22]3)=[CH:19][CH:18]=[C:17]([O:29][CH3:30])[N:16]=2)=[CH:11][CH:10]=1)[CH3:7].[H-].[Al+3].[Li+].[H-].[H-].[H-].[OH-].[Na+]. Product: [N:21]1([C:20]2[C:15]([C:12]3[CH:13]=[N:14][C:9]([O:8][CH2:6][CH3:7])=[CH:10][CH:11]=3)=[N:16][C:17]([O:29][CH3:30])=[CH:18][CH:19]=2)[CH2:27][CH2:26][CH2:25][NH:24][CH2:23][CH2:22]1. The catalyst class is: 6. (7) Reactant: Cl.Cl.[NH:3]1[CH:7]=[CH:6][N:5]=[C:4]1NC.[CH2:10]([N:12](CC)CC)C.[F:17][C:18]1[CH:23]=[CH:22][CH:21]=[C:20]([F:24])[C:19]=1[N:25]1[C:30]2[N:31]=[C:32](S(C)(=O)=O)[N:33]=[C:34]([C:35]3[CH:40]=[CH:39][C:38]([F:41])=[CH:37][C:36]=3[CH3:42])[C:29]=2[CH:28]=[CH:27][C:26]1=[O:47]. Product: [F:17][C:18]1[CH:23]=[CH:22][CH:21]=[C:20]([F:24])[C:19]=1[N:25]1[C:30]2[N:31]=[C:32]([NH:12][CH2:10][C:4]3[NH:3][CH:7]=[CH:6][N:5]=3)[N:33]=[C:34]([C:35]3[CH:40]=[CH:39][C:38]([F:41])=[CH:37][C:36]=3[CH3:42])[C:29]=2[CH:28]=[CH:27][C:26]1=[O:47]. The catalyst class is: 37. (8) Reactant: Cl[C:2]1[CH:7]=[CH:6][N:5]2[N:8]=[CH:9][C:10]([CH:11]=[O:12])=[C:4]2[N:3]=1.[CH3:13][N:14]1[CH2:20][CH2:19][CH2:18][NH:17][CH2:16][CH2:15]1.ClCCl.O. Product: [CH3:13][N:14]1[CH2:20][CH2:19][CH2:18][N:17]([C:2]2[CH:7]=[CH:6][N:5]3[N:8]=[CH:9][C:10]([CH:11]=[O:12])=[C:4]3[N:3]=2)[CH2:16][CH2:15]1. The catalyst class is: 37.